This data is from Full USPTO retrosynthesis dataset with 1.9M reactions from patents (1976-2016). The task is: Predict the reactants needed to synthesize the given product. Given the product [CH2:1]([NH:9][C:10]1[N:15]=[C:14]([N:16]2[C:25]3[N:24]=[C:23]([C:26]4[CH:31]=[CH:30][CH:29]=[CH:28][CH:27]=4)[C:22]([CH2:32][OH:33])=[CH:21][C:20]=3[CH2:19][CH2:18][CH2:17]2)[CH:13]=[CH:12][N:11]=1)[CH2:2][C:3]1[CH:8]=[CH:7][CH:6]=[CH:5][CH:4]=1, predict the reactants needed to synthesize it. The reactants are: [CH2:1]([NH:9][C:10]1[N:15]=[C:14]([N:16]2[C:25]3[N:24]=[C:23]([C:26]4[CH:31]=[CH:30][CH:29]=[CH:28][CH:27]=4)[C:22]([C:32](OCC)=[O:33])=[CH:21][C:20]=3[CH2:19][CH2:18][CH2:17]2)[CH:13]=[CH:12][N:11]=1)[CH2:2][C:3]1[CH:8]=[CH:7][CH:6]=[CH:5][CH:4]=1.[H-].[H-].[H-].[H-].[Li+].[Al+3].[O-]S([O-])(=O)=O.[Na+].[Na+].